Task: Predict the reaction yield, written as a fraction of the theoretical maximum amount of product (1.0 means a 100% yield; for example, 0.34 means a 34% yield).. Dataset: Reaction yield outcomes from USPTO patents with 853,638 reactions (1) The reactants are Cl[CH2:2][CH2:3][CH2:4][O:5][C:6]1[CH:15]=[C:14]2[C:9]([C:10]([NH:16][CH2:17][CH2:18][C:19]3[CH:24]=[CH:23][C:22]([NH:25][C:26]([NH:28][C:29]4[CH:34]=[CH:33][CH:32]=[CH:31][CH:30]=4)=[O:27])=[CH:21][CH:20]=3)=[N:11][CH:12]=[N:13]2)=[CH:8][CH:7]=1.[CH3:35][NH:36][CH3:37]. The catalyst is CN(C=O)C. The product is [CH3:35][N:36]([CH3:37])[CH2:2][CH2:3][CH2:4][O:5][C:6]1[CH:15]=[C:14]2[C:9]([C:10]([NH:16][CH2:17][CH2:18][C:19]3[CH:24]=[CH:23][C:22]([NH:25][C:26]([NH:28][C:29]4[CH:34]=[CH:33][CH:32]=[CH:31][CH:30]=4)=[O:27])=[CH:21][CH:20]=3)=[N:11][CH:12]=[N:13]2)=[CH:8][CH:7]=1. The yield is 0.490. (2) The reactants are [F:1][C:2]([F:22])([F:21])[C:3]1[CH:4]=[C:5]([CH:18]=[CH:19][CH:20]=1)[O:6][C:7]1[CH:12]=[CH:11][C:10]([CH2:13][CH2:14][C:15](=[NH:17])[NH2:16])=[CH:9][CH:8]=1.[OH:23][CH:24]=[C:25]([CH2:30][C:31]1[CH:32]=[N:33][C:34]([O:37][CH3:38])=[N:35][CH:36]=1)[C:26](OC)=O.C([O-])(=O)C.[K+]. The catalyst is C1(C)C=CC=CC=1. The product is [CH3:38][O:37][C:34]1[N:33]=[CH:32][C:31]([CH2:30][C:25]2[C:24](=[O:23])[N:17]=[C:15]([CH2:14][CH2:13][C:10]3[CH:9]=[CH:8][C:7]([O:6][C:5]4[CH:18]=[CH:19][CH:20]=[C:3]([C:2]([F:21])([F:22])[F:1])[CH:4]=4)=[CH:12][CH:11]=3)[NH:16][CH:26]=2)=[CH:36][N:35]=1. The yield is 0.611. (3) The reactants are [NH2:1][CH:2]1[CH2:5][N:4]([C:6]([O:8][C:9]([CH3:12])([CH3:11])[CH3:10])=[O:7])[CH2:3]1.Br[CH2:14][C:15]([O:17][CH2:18][CH3:19])=[O:16].C(=O)([O-])[O-].[K+].[K+]. The catalyst is CC#N. The product is [CH2:18]([O:17][C:15](=[O:16])[CH2:14][NH:1][CH:2]1[CH2:3][N:4]([C:6]([O:8][C:9]([CH3:12])([CH3:11])[CH3:10])=[O:7])[CH2:5]1)[CH3:19]. The yield is 0.810. (4) The reactants are [CH3:1][C@H:2]1[CH2:7][NH:6][CH2:5][CH2:4][NH:3]1.C(N(CC)CC)C.[C:15](O[C:15]([O:17][C:18]([CH3:21])([CH3:20])[CH3:19])=[O:16])([O:17][C:18]([CH3:21])([CH3:20])[CH3:19])=[O:16]. The catalyst is C(Cl)Cl. The product is [CH3:1][C@@H:2]1[NH:3][CH2:4][CH2:5][N:6]([C:15]([O:17][C:18]([CH3:21])([CH3:20])[CH3:19])=[O:16])[CH2:7]1. The yield is 0.800. (5) The reactants are [CH3:1][C:2]1[S:3][CH:4]=[CH:5][N:6]=1.C([Li])CCC.[CH2:12]([Sn:16]([CH2:22][CH2:23][CH2:24][CH3:25])([CH2:18][CH2:19][CH2:20][CH3:21])Cl)[CH2:13][CH2:14][CH3:15].C([O-])(O)=O.[Na+]. The catalyst is C1COCC1. The product is [CH3:1][C:2]1[S:3][C:4]([Sn:16]([CH2:18][CH2:19][CH2:20][CH3:21])([CH2:22][CH2:23][CH2:24][CH3:25])[CH2:12][CH2:13][CH2:14][CH3:15])=[CH:5][N:6]=1. The yield is 0.720.